From a dataset of Full USPTO retrosynthesis dataset with 1.9M reactions from patents (1976-2016). Predict the reactants needed to synthesize the given product. (1) The reactants are: [NH2:1][C@@H:2]1[CH2:7][CH2:6][C@H:5]([C:8]([OH:10])=[O:9])[CH2:4][CH2:3]1.O=S(Cl)Cl.[CH3:15]O. Given the product [NH2:1][C@@H:2]1[CH2:7][CH2:6][C@H:5]([C:8]([O:10][CH3:15])=[O:9])[CH2:4][CH2:3]1, predict the reactants needed to synthesize it. (2) The reactants are: [CH2:1]([N:3]1[CH2:8][C@@H:7]([C:9]2[CH:14]=[CH:13][CH:12]=[CH:11][CH:10]=2)[O:6][C:5](=[O:15])[CH2:4]1)[CH3:2].C[Si]([N-][Si](C)(C)C)(C)C.[Li+].O1CCCC1.C(C1C=CC=CC=1)C.Br[CH2:40][C:41]([O:43][CH3:44])=[O:42]. Given the product [CH2:1]([N:3]1[CH2:8][C@@H:7]([C:9]2[CH:10]=[CH:11][CH:12]=[CH:13][CH:14]=2)[O:6][C:5](=[O:15])[CH:4]1[CH2:40][C:41]([O:43][CH3:44])=[O:42])[CH3:2], predict the reactants needed to synthesize it. (3) Given the product [CH2:1]([N:8]1[CH2:12][CH2:11][CH:10]([CH2:13][Cl:17])[CH2:9]1)[C:2]1[CH:7]=[CH:6][CH:5]=[CH:4][CH:3]=1, predict the reactants needed to synthesize it. The reactants are: [CH2:1]([N:8]1[CH2:12][CH2:11][CH:10]([CH2:13]O)[CH2:9]1)[C:2]1[CH:7]=[CH:6][CH:5]=[CH:4][CH:3]=1.S(Cl)([Cl:17])=O. (4) Given the product [CH:19]([N:9]([C:10]1[CH:15]=[CH:14][CH:13]=[C:12]([N+:16]([O-:18])=[O:17])[CH:11]=1)[CH2:8][C:6]1[N:5]([CH2:27][O:26][CH2:25][CH2:24][Si:23]([CH3:30])([CH3:29])[CH3:22])[CH:4]=[N:3][CH:7]=1)([CH3:21])[CH3:20], predict the reactants needed to synthesize it. The reactants are: [H-].[Na+].[N:3]1[CH:7]=[C:6]([CH2:8][N:9]([CH:19]([CH3:21])[CH3:20])[C:10]2[CH:15]=[CH:14][CH:13]=[C:12]([N+:16]([O-:18])=[O:17])[CH:11]=2)[NH:5][CH:4]=1.[CH3:22][Si:23]([CH3:30])([CH3:29])[CH2:24][CH2:25][O:26][CH2:27]Cl. (5) Given the product [C:1]([C:3]1[CH:4]=[C:5]([C:13]2[O:17][N:16]=[C:15]([C:18]3[CH:23]=[CH:22][C:21]([O:24][CH2:25][CH2:26][CH2:27][C:28]([OH:30])=[O:29])=[CH:20][CH:19]=3)[N:14]=2)[CH:6]=[CH:7][C:8]=1[O:9][CH:10]([CH3:12])[CH3:11])#[N:2], predict the reactants needed to synthesize it. The reactants are: [C:1]([C:3]1[CH:4]=[C:5]([C:13]2[O:17][N:16]=[C:15]([C:18]3[CH:23]=[CH:22][C:21]([O:24][CH2:25][CH2:26][CH2:27][C:28]([O:30]CC)=[O:29])=[CH:20][CH:19]=3)[N:14]=2)[CH:6]=[CH:7][C:8]=1[O:9][CH:10]([CH3:12])[CH3:11])#[N:2].[OH-].[Na+]. (6) Given the product [CH2:1]([C:3]1[CH:4]=[CH:5][C:6]([C@@H:9]([O:13][C:14]2[CH:15]=[C:16]3[C:20](=[CH:21][CH:22]=2)[N:19]([C:23]2[CH:24]=[CH:25][C:26]([F:29])=[CH:27][CH:28]=2)[N:18]=[CH:17]3)[C@@H:10]([NH:12][C:32](=[O:33])[CH:31]([CH3:35])[CH3:30])[CH3:11])=[CH:7][CH:8]=1)[CH3:2], predict the reactants needed to synthesize it. The reactants are: [CH2:1]([C:3]1[CH:8]=[CH:7][C:6]([C@@H:9]([O:13][C:14]2[CH:15]=[C:16]3[C:20](=[CH:21][CH:22]=2)[N:19]([C:23]2[CH:28]=[CH:27][C:26]([F:29])=[CH:25][CH:24]=2)[N:18]=[CH:17]3)[C@@H:10]([NH2:12])[CH3:11])=[CH:5][CH:4]=1)[CH3:2].[CH3:30][CH:31]([CH3:35])[C:32](Cl)=[O:33]. (7) Given the product [C:11]([C:15]1[N:20]=[C:19]([N:21]2[CH2:22][CH2:23][N:24]([CH2:27][CH2:28][CH2:29][CH2:30][NH:31][C:5](=[O:7])[C:4]3[CH:8]=[CH:9][CH:10]=[C:2]([F:1])[CH:3]=3)[CH2:25][CH2:26]2)[CH:18]=[C:17]([CH:32]2[CH2:35][CH2:34][CH2:33]2)[N:16]=1)([CH3:14])([CH3:12])[CH3:13], predict the reactants needed to synthesize it. The reactants are: [F:1][C:2]1[CH:3]=[C:4]([CH:8]=[CH:9][CH:10]=1)[C:5]([OH:7])=O.[C:11]([C:15]1[N:20]=[C:19]([N:21]2[CH2:26][CH2:25][N:24]([CH2:27][CH2:28][CH2:29][CH2:30][NH2:31])[CH2:23][CH2:22]2)[CH:18]=[C:17]([CH:32]2[CH2:35][CH2:34][CH2:33]2)[N:16]=1)([CH3:14])([CH3:13])[CH3:12].C(N(C(C)C)CC)(C)C.OC1C2N=NNC=2C=CC=1.Cl.C(N=C=NCCCN(C)C)C. (8) Given the product [CH2:23]([O:22][C:20](=[O:21])[CH2:19][O:1][C:2]1[CH:7]=[CH:6][CH:5]=[C:4]([NH:8][C:9](=[O:11])[CH3:10])[CH:3]=1)[CH3:24], predict the reactants needed to synthesize it. The reactants are: [OH:1][C:2]1[CH:3]=[C:4]([NH:8][C:9](=[O:11])[CH3:10])[CH:5]=[CH:6][CH:7]=1.C([O-])([O-])=O.[K+].[K+].Br[CH2:19][C:20]([O:22][CH2:23][CH3:24])=[O:21].